Dataset: Full USPTO retrosynthesis dataset with 1.9M reactions from patents (1976-2016). Task: Predict the reactants needed to synthesize the given product. The reactants are: [C:1]([O:5][C:6](=[O:21])[C@H:7]([CH2:16][CH2:17][C:18]([OH:20])=[O:19])[NH:8][C:9]([O:11][C:12]([CH3:15])([CH3:14])[CH3:13])=[O:10])([CH3:4])([CH3:3])[CH3:2].[N+](=[CH2:24])=[N-]. Given the product [C:1]([O:5][C:6](=[O:21])[C@H:7]([CH2:16][CH2:17][C:18]([O:20][CH3:24])=[O:19])[NH:8][C:9]([O:11][C:12]([CH3:13])([CH3:14])[CH3:15])=[O:10])([CH3:2])([CH3:3])[CH3:4], predict the reactants needed to synthesize it.